Dataset: Forward reaction prediction with 1.9M reactions from USPTO patents (1976-2016). Task: Predict the product of the given reaction. Given the reactants [SH:1][C:2]1[CH:3]=[C:4]([O:8][CH3:9])[CH:5]=[CH:6][CH:7]=1.[OH-].[K+].[CH:12]1[C:17]([C:18]([CH2:20]Br)=[O:19])=[CH:16][CH:15]=[C:14]([Br:22])[CH:13]=1.CCOC(C)=O, predict the reaction product. The product is: [Br:22][C:14]1[CH:15]=[CH:16][C:17]([C:18](=[O:19])[CH2:20][S:1][C:2]2[CH:7]=[CH:6][CH:5]=[C:4]([O:8][CH3:9])[CH:3]=2)=[CH:12][CH:13]=1.